From a dataset of Catalyst prediction with 721,799 reactions and 888 catalyst types from USPTO. Predict which catalyst facilitates the given reaction. (1) Reactant: [NH2:1][C:2]1[CH:9]=[CH:8][C:5]([C:6]#[N:7])=[CH:4][C:3]=1[N+:10]([O-])=O. Product: [NH2:10][C:3]1[CH:4]=[C:5]([CH:8]=[CH:9][C:2]=1[NH2:1])[C:6]#[N:7]. The catalyst class is: 541. (2) Reactant: Cl.O1CCOCC1.C(OC(=O)[NH:14][C:15]1[CH:20]=[CH:19][C:18]([C:21](=[O:41])[NH:22][C@H:23]2[C:26]([CH3:28])([CH3:27])[C@H:25]([O:29][C:30]3[CH:35]=[CH:34][C:33]([C:36]#[N:37])=[C:32]([Cl:38])[CH:31]=3)[C:24]2([CH3:40])[CH3:39])=[CH:17][CH:16]=1)(C)(C)C. Product: [NH2:14][C:15]1[CH:16]=[CH:17][C:18]([C:21]([NH:22][C@H:23]2[C:26]([CH3:28])([CH3:27])[C@H:25]([O:29][C:30]3[CH:35]=[CH:34][C:33]([C:36]#[N:37])=[C:32]([Cl:38])[CH:31]=3)[C:24]2([CH3:40])[CH3:39])=[O:41])=[CH:19][CH:20]=1. The catalyst class is: 5. (3) Reactant: [CH3:1][O:2][CH2:3][CH2:4][N:5]1[C:13]2[C:8](=[CH:9][CH:10]=[CH:11][CH:12]=2)[C:7]([CH:14]2[CH2:19][CH2:18][NH:17][CH2:16][CH2:15]2)=[CH:6]1.C(N(CC)CC)C.[CH2:27]([O:29][C:30](=[O:41])[C:31]1[CH:36]=[C:35]([CH2:37]Br)[CH:34]=[CH:33][C:32]=1[O:39][CH3:40])[CH3:28]. Product: [CH2:27]([O:29][C:30](=[O:41])[C:31]1[CH:36]=[C:35]([CH2:37][N:17]2[CH2:18][CH2:19][CH:14]([C:7]3[C:8]4[C:13](=[CH:12][CH:11]=[CH:10][CH:9]=4)[N:5]([CH2:4][CH2:3][O:2][CH3:1])[CH:6]=3)[CH2:15][CH2:16]2)[CH:34]=[CH:33][C:32]=1[O:39][CH3:40])[CH3:28]. The catalyst class is: 4.